Dataset: NCI-60 drug combinations with 297,098 pairs across 59 cell lines. Task: Regression. Given two drug SMILES strings and cell line genomic features, predict the synergy score measuring deviation from expected non-interaction effect. (1) Drug 1: C1CCC(C1)C(CC#N)N2C=C(C=N2)C3=C4C=CNC4=NC=N3. Drug 2: CC(CN1CC(=O)NC(=O)C1)N2CC(=O)NC(=O)C2. Cell line: HOP-92. Synergy scores: CSS=10.6, Synergy_ZIP=-5.45, Synergy_Bliss=-3.38, Synergy_Loewe=-3.58, Synergy_HSA=-2.19. (2) Drug 1: C1CN1C2=NC(=NC(=N2)N3CC3)N4CC4. Drug 2: COCCOC1=C(C=C2C(=C1)C(=NC=N2)NC3=CC=CC(=C3)C#C)OCCOC.Cl. Cell line: UACC-257. Synergy scores: CSS=8.22, Synergy_ZIP=-4.01, Synergy_Bliss=0.942, Synergy_Loewe=-4.65, Synergy_HSA=-0.459. (3) Drug 1: CC1=CC2C(CCC3(C2CCC3(C(=O)C)OC(=O)C)C)C4(C1=CC(=O)CC4)C. Drug 2: COCCOC1=C(C=C2C(=C1)C(=NC=N2)NC3=CC=CC(=C3)C#C)OCCOC.Cl. Cell line: HCT-15. Synergy scores: CSS=-0.631, Synergy_ZIP=7.92, Synergy_Bliss=9.09, Synergy_Loewe=5.69, Synergy_HSA=6.77. (4) Drug 1: CN1CCC(CC1)COC2=C(C=C3C(=C2)N=CN=C3NC4=C(C=C(C=C4)Br)F)OC. Drug 2: CC(C)NC(=O)C1=CC=C(C=C1)CNNC.Cl. Cell line: RXF 393. Synergy scores: CSS=2.84, Synergy_ZIP=-2.06, Synergy_Bliss=1.50, Synergy_Loewe=-7.81, Synergy_HSA=0.0414.